Dataset: Full USPTO retrosynthesis dataset with 1.9M reactions from patents (1976-2016). Task: Predict the reactants needed to synthesize the given product. Given the product [O:8]1[CH2:11][CH:10]([N:12]2[CH2:13][CH2:14][N:15]([C:18]3[CH:23]=[CH:22][C:21]([NH:24][C:25]4[N:30]=[CH:29][N:28]=[C:27]([C:31]5[CH:32]=[CH:33][C:34]([O:39][C@@H:40]6[CH2:44][CH2:43][N:42]([C:5]([CH:3]7[CH2:2][O:1][CH2:4]7)=[O:7])[CH2:41]6)=[C:35]([CH:38]=5)[C:36]#[N:37])[N:26]=4)=[CH:20][CH:19]=3)[CH2:16][CH2:17]2)[CH2:9]1, predict the reactants needed to synthesize it. The reactants are: [O:1]1[CH2:4][CH:3]([C:5]([OH:7])=O)[CH2:2]1.[O:8]1[CH2:11][CH:10]([N:12]2[CH2:17][CH2:16][N:15]([C:18]3[CH:23]=[CH:22][C:21]([NH:24][C:25]4[N:30]=[CH:29][N:28]=[C:27]([C:31]5[CH:32]=[CH:33][C:34]([O:39][C@@H:40]6[CH2:44][CH2:43][NH:42][CH2:41]6)=[C:35]([CH:38]=5)[C:36]#[N:37])[N:26]=4)=[CH:20][CH:19]=3)[CH2:14][CH2:13]2)[CH2:9]1.